This data is from Catalyst prediction with 721,799 reactions and 888 catalyst types from USPTO. The task is: Predict which catalyst facilitates the given reaction. Reactant: [C:9](O[C:9]([O:11][C:12]([CH3:15])([CH3:14])[CH3:13])=[O:10])([O:11][C:12]([CH3:15])([CH3:14])[CH3:13])=[O:10].[N:16]1[C:20]2[CH:21]=[CH:22][C:23]([C:25]([OH:27])=[O:26])=[CH:24][C:19]=2[NH:18][CH:17]=1. Product: [C:12]([O:11][C:9]([N:16]1[C:20]2[CH:21]=[CH:22][C:23]([C:25]([OH:27])=[O:26])=[CH:24][C:19]=2[N:18]=[CH:17]1)=[O:10])([CH3:13])([CH3:14])[CH3:15]. The catalyst class is: 3.